Predict which catalyst facilitates the given reaction. From a dataset of Catalyst prediction with 721,799 reactions and 888 catalyst types from USPTO. (1) Product: [C:1]([C:3]1[CH:4]=[CH:5][C:6]([F:12])=[C:7]([CH:11]=1)[C:8]([NH:13][C:14]1[CH:19]=[CH:18][CH:17]=[C:16]([S:20](=[O:22])(=[O:21])[NH2:23])[CH:15]=1)=[O:10])#[N:2]. The catalyst class is: 18. Reactant: [C:1]([C:3]1[CH:4]=[CH:5][C:6]([F:12])=[C:7]([CH:11]=1)[C:8]([OH:10])=O)#[N:2].[NH2:13][C:14]1[CH:15]=[C:16]([S:20]([NH2:23])(=[O:22])=[O:21])[CH:17]=[CH:18][CH:19]=1.CN(C(ON1N=NC2C=CC=NC1=2)=[N+](C)C)C.F[P-](F)(F)(F)(F)F.CN1CCOCC1. (2) Reactant: COCCO[AlH2-]OCCOC.[Na+].C[O:14][C:15]([C:17]1[CH:18]=[C:19]2[C:24](=[CH:25][C:26]=1[O:27][CH3:28])[N:23]=[CH:22][N:21]=[C:20]2[NH:29][C:30]1[CH:35]=[CH:34][CH:33]=[C:32]([Cl:36])[C:31]=1[F:37])=O. Product: [Cl:36][C:32]1[C:31]([F:37])=[C:30]([CH:35]=[CH:34][CH:33]=1)[NH:29][C:20]1[C:19]2[C:24](=[CH:25][C:26]([O:27][CH3:28])=[C:17]([CH2:15][OH:14])[CH:18]=2)[N:23]=[CH:22][N:21]=1. The catalyst class is: 1. (3) Reactant: [CH3:1][O:2][C:3]1[CH:8]=[CH:7][C:6]([C:9]2[C:17]3[C:16]([O:18][CH2:19][CH2:20][CH2:21][CH2:22][CH2:23][C:24]#[N:25])=[N:15][CH:14]=[N:13][C:12]=3[O:11][C:10]=2[C:26]2[CH:31]=[CH:30][CH:29]=[CH:28][CH:27]=2)=[CH:5][CH:4]=1.C([Sn](=O)CCCC)CCC.C[Si]([N:46]=[N+:47]=[N-:48])(C)C.C(O)CO. Product: [CH3:1][O:2][C:3]1[CH:4]=[CH:5][C:6]([C:9]2[C:17]3[C:16]([O:18][CH2:19][CH2:20][CH2:21][CH2:22][CH2:23][C:24]4[NH:48][N:47]=[N:46][N:25]=4)=[N:15][CH:14]=[N:13][C:12]=3[O:11][C:10]=2[C:26]2[CH:27]=[CH:28][CH:29]=[CH:30][CH:31]=2)=[CH:7][CH:8]=1. The catalyst class is: 11. (4) Reactant: [CH3:1][N:2]([CH3:18])[C:3]1[CH:8]=[CH:7][C:6]([C:9](=O)[CH2:10][C:11]2[CH:16]=[CH:15][CH:14]=[CH:13][CH:12]=2)=[CH:5][CH:4]=1.[CH2:19]([O:21][C:22]1[CH:23]=[C:24]([CH:27]=[C:28]([N+:31]([O-:33])=[O:32])[C:29]=1[OH:30])[CH:25]=O)[CH3:20].[NH2:34][C:35]([NH2:37])=[O:36].Cl. Product: [CH3:1][N:2]([CH3:18])[C:3]1[CH:8]=[CH:7][C:6]([C:9]2[NH:37][C:35](=[O:36])[NH:34][CH:25]([C:24]3[CH:27]=[C:28]([N+:31]([O-:33])=[O:32])[C:29]([OH:30])=[C:22]([O:21][CH2:19][CH3:20])[CH:23]=3)[C:10]=2[C:11]2[CH:16]=[CH:15][CH:14]=[CH:13][CH:12]=2)=[CH:5][CH:4]=1. The catalyst class is: 8. (5) Product: [NH2:4][C:5]1[S:6][C:7]2[C:16]3[CH:15]=[CH:14][C:13]([C:17]([OH:19])=[O:18])=[CH:12][C:11]=3[NH:10][C:9](=[O:20])[C:8]=2[N:21]=1. Reactant: C([NH:4][C:5]1[S:6][C:7]2[C:16]3[CH:15]=[CH:14][C:13]([C:17]([OH:19])=[O:18])=[CH:12][C:11]=3[NH:10][C:9](=[O:20])[C:8]=2[N:21]=1)(=O)C.Cl. The catalyst class is: 6. (6) Reactant: [NH:1]1[C:9]2[C:4](=[CH:5][CH:6]=[CH:7][CH:8]=2)[C:3]([CH2:10][C:11]2[CH:17]=[CH:16][C:14]([NH2:15])=[CH:13][C:12]=2[CH2:18][CH3:19])=[CH:2]1.[C:20](Cl)(=O)[O:21]C1C=CC([N+]([O-])=O)=CC=1.C(N(C(C)C)CC)(C)C.[NH2:42][CH2:43][CH2:44][N:45]1[CH2:50][CH2:49][N:48]([C:51]([O:53][C:54]([CH3:57])([CH3:56])[CH3:55])=[O:52])[CH2:47][CH2:46]1. Product: [NH:1]1[C:9]2[C:4](=[CH:5][CH:6]=[CH:7][CH:8]=2)[C:3]([CH2:10][C:11]2[CH:17]=[CH:16][C:14]([NH:15][C:20](=[O:21])[NH:42][CH2:43][CH2:44][N:45]3[CH2:50][CH2:49][N:48]([C:51]([O:53][C:54]([CH3:57])([CH3:56])[CH3:55])=[O:52])[CH2:47][CH2:46]3)=[CH:13][C:12]=2[CH2:18][CH3:19])=[CH:2]1. The catalyst class is: 1.